From a dataset of Forward reaction prediction with 1.9M reactions from USPTO patents (1976-2016). Predict the product of the given reaction. (1) The product is: [CH3:23][O:22][CH2:21][CH2:20][C:9]1([C:15]([O:17][CH3:18])=[O:16])[CH2:14][CH2:13][CH2:12][CH2:11][CH2:10]1. Given the reactants C([N-]C(C)C)(C)C.[Li+].[CH:9]1([C:15]([O:17][CH3:18])=[O:16])[CH2:14][CH2:13][CH2:12][CH2:11][CH2:10]1.Br[CH2:20][CH2:21][O:22][CH3:23], predict the reaction product. (2) Given the reactants [CH3:1][C@@H:2]1[CH2:6][S:5](=[O:8])(=[O:7])[NH:4][CH2:3]1.Br[C:10]1[CH:15]=[CH:14][C:13]([C:16]([N:18]2[CH2:23][CH2:22][N:21]([C:24]3[C:29]([CH3:30])=[CH:28][C:27]([CH3:31])=[CH:26][N:25]=3)[CH2:20][CH2:19]2)=[O:17])=[C:12]([CH3:32])[CH:11]=1, predict the reaction product. The product is: [CH3:30][C:29]1[C:24]([N:21]2[CH2:20][CH2:19][N:18]([C:16]([C:13]3[CH:14]=[CH:15][C:10]([N:4]4[CH2:3][C@H:2]([CH3:1])[CH2:6][S:5]4(=[O:8])=[O:7])=[CH:11][C:12]=3[CH3:32])=[O:17])[CH2:23][CH2:22]2)=[N:25][CH:26]=[C:27]([CH3:31])[CH:28]=1.